Dataset: Reaction yield outcomes from USPTO patents with 853,638 reactions. Task: Predict the reaction yield, written as a fraction of the theoretical maximum amount of product (1.0 means a 100% yield; for example, 0.34 means a 34% yield). The reactants are Cl.[NH2:2][C@H:3]([C:14]([O:16][CH3:17])=[O:15])[CH2:4][C:5]1[C:13]2[C:8](=[CH:9][CH:10]=[CH:11][CH:12]=2)[NH:7][CH:6]=1.[NH:18]([C:43]([O:45][C:46]([CH3:49])([CH3:48])[CH3:47])=[O:44])[C@H:19]([C:35]([NH:37][C@H:38]([C:40](O)=[O:41])[CH3:39])=[O:36])[CH2:20][C:21]1[CH:26]=[CH:25][C:24]([O:27][CH2:28][C:29]2[CH:34]=[CH:33][CH:32]=[CH:31][CH:30]=2)=[CH:23][CH:22]=1.C1CCC(N=C=NC2CCCCC2)CC1.C1C=CC2N(O)N=NC=2C=1. The catalyst is C1COCC1. The product is [NH:18]([C:43]([O:45][C:46]([CH3:47])([CH3:49])[CH3:48])=[O:44])[C@H:19]([C:35]([NH:37][C@H:38]([C:40]([NH:2][C@H:3]([C:14]([O:16][CH3:17])=[O:15])[CH2:4][C:5]1[C:13]2[C:8](=[CH:9][CH:10]=[CH:11][CH:12]=2)[NH:7][CH:6]=1)=[O:41])[CH3:39])=[O:36])[CH2:20][C:21]1[CH:26]=[CH:25][C:24]([O:27][CH2:28][C:29]2[CH:34]=[CH:33][CH:32]=[CH:31][CH:30]=2)=[CH:23][CH:22]=1. The yield is 0.560.